This data is from Peptide-MHC class II binding affinity with 134,281 pairs from IEDB. The task is: Regression. Given a peptide amino acid sequence and an MHC pseudo amino acid sequence, predict their binding affinity value. This is MHC class II binding data. (1) The peptide sequence is LLNNQFGTMPSLTLA. The MHC is H-2-IAb with pseudo-sequence H-2-IAb. The binding affinity (normalized) is 0.218. (2) The peptide sequence is AKYKANWIEIMRIKK. The MHC is DRB3_0202 with pseudo-sequence DRB3_0202. The binding affinity (normalized) is 0.805. (3) The peptide sequence is KADLENPHPLEKKITQW. The MHC is DRB1_0301 with pseudo-sequence DRB1_0301. The binding affinity (normalized) is 0.260. (4) The peptide sequence is LVGPTPVNIIGRNILTQIGC. The MHC is H-2-IAd with pseudo-sequence H-2-IAd. The binding affinity (normalized) is 0.660. (5) The peptide sequence is YLGFVQDAATYAVTT. The MHC is HLA-DQA10101-DQB10501 with pseudo-sequence HLA-DQA10101-DQB10501. The binding affinity (normalized) is 0.358. (6) The peptide sequence is FAESNSGGDVVHLALMA. The MHC is DRB3_0101 with pseudo-sequence DRB3_0101. The binding affinity (normalized) is 0.0572. (7) The peptide sequence is EKKYFAATQTEPLAA. The MHC is HLA-DQA10301-DQB10302 with pseudo-sequence HLA-DQA10301-DQB10302. The binding affinity (normalized) is 0.372.